Dataset: Full USPTO retrosynthesis dataset with 1.9M reactions from patents (1976-2016). Task: Predict the reactants needed to synthesize the given product. (1) Given the product [C:1]([O:5][C:6]([N:7]1[C:8]2[CH:13]=[CH:12][C:11]([C:14]#[N:15])=[CH:10][C:9]=2[NH:16][C:26]1=[O:28])=[O:17])([CH3:4])([CH3:2])[CH3:3], predict the reactants needed to synthesize it. The reactants are: [C:1]([O:5][C:6](=[O:17])[NH:7][C:8]1[CH:13]=[CH:12][C:11]([C:14]#[N:15])=[CH:10][C:9]=1[NH2:16])([CH3:4])([CH3:3])[CH3:2].C(N(CC)CC)C.Cl[C:26](Cl)([O:28]C(=O)OC(Cl)(Cl)Cl)Cl. (2) Given the product [NH2:1][C:2]([C:4]1[CH:5]=[N:6][C:7]2[C:12]([C:13]=1[NH:14][C:15]1[CH:16]=[C:17]([CH:25]=[CH:26][CH:27]=1)[C:18]([OH:20])=[O:19])=[CH:11][CH:10]=[C:9]([C:53]1[C:57]([CH3:58])=[N:56][NH:55][C:54]=1[O:59][CH2:60][CH3:61])[CH:8]=2)=[O:3], predict the reactants needed to synthesize it. The reactants are: [NH2:1][C:2]([C:4]1[CH:5]=[N:6][C:7]2[C:12]([C:13]=1[NH:14][C:15]1[CH:16]=[C:17]([CH:25]=[CH:26][CH:27]=1)[C:18]([O:20]C(C)(C)C)=[O:19])=[CH:11][CH:10]=[C:9](Br)[CH:8]=2)=[O:3].B1(B2OC(C)(C)C(C)(C)O2)OC(C)(C)C(C)(C)O1.C([O-])(=O)C.[K+].Br[C:53]1[C:54]([O:59][CH2:60][CH3:61])=[N:55][NH:56][C:57]=1[CH3:58].C(=O)(O)[O-].[Na+].FC(F)(F)C(O)=O. (3) Given the product [C:1]([O:5][C:6]([N:8]1[CH2:13][CH2:12][N:11]([C:14]([O:16][C:17]([CH3:19])([CH3:18])[CH3:20])=[O:15])[CH2:10][CH:9]1[C:21]#[CH:23])=[O:7])([CH3:3])([CH3:2])[CH3:4], predict the reactants needed to synthesize it. The reactants are: [C:1]([O:5][C:6]([N:8]1[CH2:13][CH2:12][N:11]([C:14]([O:16][C:17]([CH3:20])([CH3:19])[CH3:18])=[O:15])[CH2:10][CH:9]1[CH:21]=O)=[O:7])([CH3:4])([CH3:3])[CH3:2].[C:23]([O-])([O-])=O.[K+].[K+].[N+](=C(P(=O)(OC)OC)C(=O)C)=[N-]. (4) The reactants are: [CH3:1][C@H:2]1[C@@:41]2([OH:43])[O:42][C@H:5]([CH2:6][C@H:7]([O:64][CH3:65])[C:8]([CH3:63])=[CH:9][CH:10]=[CH:11][CH:12]=[CH:13][C@@H:14]([CH3:62])[CH2:15][C@@H:16]([CH3:61])[C:17]([C@H:19]([O:59][CH3:60])[C@H:20]([OH:58])[C:21]([CH3:57])=[CH:22][C@@H:23]([CH3:56])[C:24]([CH2:26][C@@H:27]([C@@H:44]([CH2:46][C@H:47]3[CH2:52][C@@H:51]([O:53][CH3:54])[C@H:50]([OH:55])[CH2:49][CH2:48]3)[CH3:45])[O:28][C:29]([C@H:31]3[N:36]([C:37]([C:39]2=[O:40])=[O:38])[CH2:35][CH2:34][CH2:33][CH2:32]3)=[O:30])=[O:25])=[O:18])[CH2:4][CH2:3]1.C(C1C=C(C)C=C(C(C)(C)C)N=1)(C)(C)C.N1C=C(C)C=C(C)C=1.[CH3:89][P:90](Cl)([CH3:92])=[O:91].N#N. Given the product [CH3:1][C@H:2]1[C@@:41]2([OH:43])[O:42][CH:5]([CH2:6][C@H:7]([O:64][CH3:65])[C:8]([CH3:63])=[CH:9][CH:10]=[CH:11][CH:12]=[CH:13][C@@H:14]([CH3:62])[CH2:15][C@@H:16]([CH3:61])[C:17]([C@H:19]([O:59][CH3:60])[C@H:20]([OH:58])[C:21]([CH3:57])=[CH:22][C@@H:23]([CH3:56])[C:24]([CH2:26][C@@H:27]([C@@H:44]([CH2:46][C@H:47]3[CH2:52][C@@H:51]([O:53][CH3:54])[C@H:50]([O:55][P:90]([CH3:92])([CH3:89])=[O:91])[CH2:49][CH2:48]3)[CH3:45])[O:28][C:29]([C@H:31]3[N:36]([C:37]([C:39]2=[O:40])=[O:38])[CH2:35][CH2:34][CH2:33][CH2:32]3)=[O:30])=[O:25])=[O:18])[CH2:4][CH2:3]1, predict the reactants needed to synthesize it.